From a dataset of Forward reaction prediction with 1.9M reactions from USPTO patents (1976-2016). Predict the product of the given reaction. (1) Given the reactants [Cl:1][C:2]1[CH:13]=[C:12]([C:14]([F:17])([F:16])[F:15])[CH:11]=[C:10]([Cl:18])[C:3]=1[CH2:4][CH:5]([C:8]#[N:9])[C:6]#[N:7].[H-].[Na+].Br[CH2:22][CH2:23][C:24]([F:27])([F:26])[F:25], predict the reaction product. The product is: [Cl:1][C:2]1[CH:13]=[C:12]([C:14]([F:15])([F:16])[F:17])[CH:11]=[C:10]([Cl:18])[C:3]=1[CH2:4][C:5]([CH2:22][CH2:23][C:24]([F:27])([F:26])[F:25])([C:6]#[N:7])[C:8]#[N:9]. (2) Given the reactants [CH3:1][C:2]1[CH:20]=[CH:19][C:18]([N+:21]([O-])=O)=[CH:17][C:3]=1[O:4][C:5]1[CH:6]=[CH:7][C:8]([N+:14]([O-])=O)=[C:9]([CH:13]=1)[C:10]([OH:12])=[O:11], predict the reaction product. The product is: [NH2:14][C:8]1[CH:7]=[CH:6][C:5]([O:4][C:3]2[CH:17]=[C:18]([NH2:21])[CH:19]=[CH:20][C:2]=2[CH3:1])=[CH:13][C:9]=1[C:10]([OH:12])=[O:11]. (3) The product is: [ClH:48].[ClH:48].[N:50]12[CH2:57][C@@H:54]([CH2:55][CH2:56]1)[N:53]([C:12]([C:10]1[O:11][C:7]([C:4]3[CH:3]=[CH:2][N:1]=[CH:6][CH:5]=3)=[CH:8][N:9]=1)=[O:14])[CH2:52][CH2:51]2. Given the reactants [N:1]1[CH:6]=[CH:5][C:4]([C:7]2[O:11][C:10]([C:12]([O-:14])=O)=[N:9][CH:8]=2)=[CH:3][CH:2]=1.[Li+].CN(C(ON1N=NC2C=CC=CC1=2)=[N+](C)C)C.[B-](F)(F)(F)F.C1C=CC2N(O)N=NC=2C=1.[ClH:48].Cl.[N:50]12[CH2:57][C@@H:54]([CH2:55][CH2:56]1)[NH:53][CH2:52][CH2:51]2.C(N(C(C)C)CC)(C)C.Cl, predict the reaction product. (4) Given the reactants C1C(=O)N([O:8][C:9]([CH2:11][CH2:12][CH2:13][CH2:14][CH:15]2[S:19][CH2:18][CH:17]3[NH:20][C:21]([NH:23][CH:16]23)=[O:22])=[O:10])C(=O)C1, predict the reaction product. The product is: [OH:10][C:9]([CH2:11][CH2:12][CH2:13][CH2:14][C@H:15]1[C@@H:16]2[C@@H:17]([NH:20][C:21]([NH:23]2)=[O:22])[CH2:18][S:19]1)=[O:8].